This data is from Catalyst prediction with 721,799 reactions and 888 catalyst types from USPTO. The task is: Predict which catalyst facilitates the given reaction. (1) Reactant: C(OC(N1CCC(C([O:20][C:21]2[CH:43]=[CH:42][C:24]3[C:25]4[N:29]([CH2:30][CH2:31][O:32][C:23]=3[CH:22]=2)[CH:28]=[C:27]([C:33]2[N:34]([CH:39]([CH3:41])[CH3:40])[N:35]=[C:36]([CH3:38])[N:37]=2)[N:26]=4)CC)CC1)=O)C1C=CC=CC=1.[H-].[Na+].[CH2:46]([O:48][C:49](=[O:58])[C:50](Br)([CH3:56])[C:51]([O:53][CH2:54][CH3:55])=[O:52])[CH3:47]. Product: [CH2:46]([O:48][C:49](=[O:58])[C:50]([O:20][C:21]1[CH:43]=[CH:42][C:24]2[C:25]3[N:29]([CH2:30][CH2:31][O:32][C:23]=2[CH:22]=1)[CH:28]=[C:27]([C:33]1[N:34]([CH:39]([CH3:41])[CH3:40])[N:35]=[C:36]([CH3:38])[N:37]=1)[N:26]=3)([CH3:56])[C:51]([O:53][CH2:54][CH3:55])=[O:52])[CH3:47]. The catalyst class is: 3. (2) Reactant: [NH2:1][C:2]1[N:7]=[C:6]([C:8]([NH:10][CH2:11][C:12]2[CH:17]=[CH:16][CH:15]=[C:14]([CH2:18][O:19]C(C3C=CC=CC=3)(C3C=CC=CC=3)C3C=CC=CC=3)[N:13]=2)=[O:9])[CH:5]=[C:4]([C:39]2[O:40][CH:41]=[CH:42][CH:43]=2)[N:3]=1.Cl.O1CCOCC1. Product: [NH2:1][C:2]1[N:7]=[C:6]([C:8]([NH:10][CH2:11][C:12]2[CH:17]=[CH:16][CH:15]=[C:14]([CH2:18][OH:19])[N:13]=2)=[O:9])[CH:5]=[C:4]([C:39]2[O:40][CH:41]=[CH:42][CH:43]=2)[N:3]=1. The catalyst class is: 5. (3) Reactant: [C:1]([O:5][C:6]([NH:8][C@@H:9]1[C:27](=[O:28])[N:26]2[C@@H:22]([CH2:23][C@@H:24]([O:29][Si:30]([C:33]([CH3:36])([CH3:35])[CH3:34])([CH3:32])[CH3:31])[CH2:25]2)[C:21](=[O:37])[NH:20][C@@:19]2([C:38](O)=[O:39])[C@@H:17]([CH2:18]2)[CH:16]=[CH:15][CH2:14][CH2:13][CH2:12][NH:11][CH2:10]1)=[O:7])([CH3:4])([CH3:3])[CH3:2].C1N=CN(C(N2C=NC=C2)=O)C=1.[CH:53]1([S:56]([NH2:59])(=[O:58])=[O:57])[CH2:55][CH2:54]1.[CH2:60]1[CH2:70][CH2:69]N2C(=NCCC2)CC1. Product: [CH:53]1([S:56]([NH:59][C:38]([C@@:19]23[CH2:18][C@H:17]2[CH:16]=[CH:15][CH2:14][CH2:13][CH2:12][N:11]([CH:70]2[CH2:60][CH2:69]2)[CH2:10][C@H:9]([NH:8][C:6](=[O:7])[O:5][C:1]([CH3:2])([CH3:4])[CH3:3])[C:27](=[O:28])[N:26]2[C@@H:22]([CH2:23][C@@H:24]([O:29][Si:30]([C:33]([CH3:35])([CH3:36])[CH3:34])([CH3:31])[CH3:32])[CH2:25]2)[C:21](=[O:37])[NH:20]3)=[O:39])(=[O:58])=[O:57])[CH2:55][CH2:54]1. The catalyst class is: 1. (4) Reactant: [NH2:1][CH2:2][CH2:3][O:4][C@@H:5]([C:19]1[CH:24]=[CH:23][CH:22]=[C:21]([Cl:25])[CH:20]=1)[C@@H:6]1[O:11][CH2:10][CH2:9][N:8]([C:12]([O:14][C:15]([CH3:18])([CH3:17])[CH3:16])=[O:13])[CH2:7]1.CCN(CC)CC.Cl[C:34]([O:36][CH3:37])=[O:35].O. Product: [Cl:25][C:21]1[CH:20]=[C:19]([C@H:5]([O:4][CH2:3][CH2:2][NH:1][C:34]([O:36][CH3:37])=[O:35])[C@@H:6]2[O:11][CH2:10][CH2:9][N:8]([C:12]([O:14][C:15]([CH3:18])([CH3:17])[CH3:16])=[O:13])[CH2:7]2)[CH:24]=[CH:23][CH:22]=1. The catalyst class is: 79.